From a dataset of Reaction yield outcomes from USPTO patents with 853,638 reactions. Predict the reaction yield, written as a fraction of the theoretical maximum amount of product (1.0 means a 100% yield; for example, 0.34 means a 34% yield). (1) The reactants are [Br:1][C:2]1[CH:3]=[C:4]([CH:8]([C:10]2[CH:15]=[CH:14][CH:13]=[C:12]([Br:16])[CH:11]=2)[OH:9])[CH:5]=[CH:6][CH:7]=1. The catalyst is [O-2].[O-2].[Mn+4].C(Cl)Cl. The product is [Br:1][C:2]1[CH:3]=[C:4]([CH:5]=[CH:6][CH:7]=1)[C:8]([C:10]1[CH:15]=[CH:14][CH:13]=[C:12]([Br:16])[CH:11]=1)=[O:9]. The yield is 0.705. (2) The reactants are [CH2:1]([N:8]([C@@H:16]1[CH2:21][CH2:20][C@H:19]([CH2:22][OH:23])[CH2:18][CH2:17]1)[CH2:9][C:10]1[CH:15]=[CH:14][CH:13]=[CH:12][CH:11]=1)[C:2]1[CH:7]=[CH:6][CH:5]=[CH:4][CH:3]=1.Cl.ClCC[N:28]1[CH2:33][CH2:32][CH2:31][CH2:30][CH2:29]1.[H-].[K+].O1CCO[CH2:38][CH2:37]1. No catalyst specified. The product is [CH2:9]([N:8]([CH2:1][C:2]1[CH:3]=[CH:4][CH:5]=[CH:6][CH:7]=1)[C@H:16]1[CH2:21][CH2:20][C@@H:19]([CH2:22][O:23][CH2:37][CH2:38][CH:33]2[CH2:32][CH2:31][CH2:30][CH2:29][NH:28]2)[CH2:18][CH2:17]1)[C:10]1[CH:15]=[CH:14][CH:13]=[CH:12][CH:11]=1. The yield is 0.720. (3) The reactants are [C:1]([CH2:4]C(=O)C)(=O)[CH3:2].[CH:8]([CH:10]=[CH2:11])=O.[C:12]([O-:15])(=O)[CH3:13].[NH4+:16]. The catalyst is C1(C)C=CC=CC=1. The product is [CH3:8][C:10]1[C:11]([C:12](=[O:15])[CH3:13])=[CH:2][CH:1]=[CH:4][N:16]=1. The yield is 0.160. (4) The reactants are [F:1][C:2]1[CH:28]=[CH:27][C:5]([CH2:6][N:7]2[C:11]3=[CH:12][N:13]=[C:14]([C:23]([O:25][CH3:26])=[O:24])[C:15](OC(=O)C(F)(F)F)=[C:10]3[CH:9]=[CH:8]2)=[CH:4][CH:3]=1.[CH2:29]([O:31]/[CH:32]=[CH:33]/[Sn](CCCC)(CCCC)CCCC)[CH3:30].C(N(CC)CC)C. The catalyst is CN(C=O)C.Cl[Pd](Cl)([P](C1C=CC=CC=1)(C1C=CC=CC=1)C1C=CC=CC=1)[P](C1C=CC=CC=1)(C1C=CC=CC=1)C1C=CC=CC=1. The product is [CH2:32]([O:31]/[CH:29]=[CH:30]/[C:15]1[C:14]([C:23]([O:25][CH3:26])=[O:24])=[N:13][CH:12]=[C:11]2[N:7]([CH2:6][C:5]3[CH:27]=[CH:28][C:2]([F:1])=[CH:3][CH:4]=3)[CH:8]=[CH:9][C:10]=12)[CH3:33]. The yield is 0.350. (5) The reactants are [Cl:1][C:2]1[CH:10]=[C:9]2[C:5](/[C:6](=[CH:12]/[C:13]3[CH:18]=[CH:17][C:16]([Cl:19])=[CH:15][CH:14]=3)/[C:7](=[O:11])[NH:8]2)=[CH:4][CH:3]=1.Cl[C:21]([O:23][CH2:24][CH3:25])=[O:22].C(N(CC)CC)C. The catalyst is ClCCl. The product is [CH2:24]([O:23][C:21]([N:8]1[C:9]2[C:5](=[CH:4][CH:3]=[C:2]([Cl:1])[CH:10]=2)/[C:6](=[CH:12]/[C:13]2[CH:14]=[CH:15][C:16]([Cl:19])=[CH:17][CH:18]=2)/[C:7]1=[O:11])=[O:22])[CH3:25]. The yield is 0.730.